Predict which catalyst facilitates the given reaction. From a dataset of Catalyst prediction with 721,799 reactions and 888 catalyst types from USPTO. (1) Reactant: [F:8][CH:7]([F:9])[C:6](O[C:6](=[O:10])[CH:7]([F:9])[F:8])=[O:10].[NH:12]1[CH2:15][CH:14]([C:16]2[N:21]=[CH:20][C:19]([N:22]([CH3:33])[C:23]3[N:28]=[CH:27][C:26]4[N:29]=[CH:30][N:31]([CH3:32])[C:25]=4[CH:24]=3)=[C:18]([CH2:34][CH3:35])[CH:17]=2)[CH2:13]1. Product: [CH2:34]([C:18]1[C:19]([N:22]([CH3:33])[C:23]2[N:28]=[CH:27][C:26]3[N:29]=[CH:30][N:31]([CH3:32])[C:25]=3[CH:24]=2)=[CH:20][N:21]=[C:16]([CH:14]2[CH2:15][N:12]([C:6](=[O:10])[CH:7]([F:8])[F:9])[CH2:13]2)[CH:17]=1)[CH3:35]. The catalyst class is: 34. (2) Reactant: [Si:1]([O:8][CH2:9][C:10]#[C:11][C:12]1[C:20]2[C:15](=[CH:16][CH:17]=[CH:18][C:19]=2[N+:21]([O-])=O)[N:14]([C:24]([O:26][C:27]([CH3:30])([CH3:29])[CH3:28])=[O:25])[N:13]=1)([C:4]([CH3:7])([CH3:6])[CH3:5])([CH3:3])[CH3:2]. Product: [NH2:21][C:19]1[CH:18]=[CH:17][CH:16]=[C:15]2[C:20]=1[C:12]([CH2:11][CH2:10][CH2:9][O:8][Si:1]([C:4]([CH3:7])([CH3:6])[CH3:5])([CH3:2])[CH3:3])=[N:13][N:14]2[C:24]([O:26][C:27]([CH3:30])([CH3:29])[CH3:28])=[O:25]. The catalyst class is: 381. (3) Reactant: [CH:1]([C:4]1[CH:5]=[C:6]([CH:12]=[C:13]([CH3:15])[CH:14]=1)[O:7][CH2:8][C:9]([OH:11])=[O:10])([CH3:3])[CH3:2].[C:16]1([CH3:28])[CH:21]=[CH:20][C:19]([S:22]([CH2:25][CH2:26]O)(=[O:24])=[O:23])=[CH:18][CH:17]=1.O. Product: [C:16]1([CH3:28])[CH:21]=[CH:20][C:19]([S:22]([CH2:25][CH2:26][O:10][C:9](=[O:11])[CH2:8][O:7][C:6]2[CH:12]=[C:13]([CH3:15])[CH:14]=[C:4]([CH:1]([CH3:3])[CH3:2])[CH:5]=2)(=[O:24])=[O:23])=[CH:18][CH:17]=1. The catalyst class is: 743. (4) Reactant: [Cl:1][C:2]1[N:3]=[C:4]2[NH:12][C@H:11]([C:13]([F:16])([F:15])[F:14])[CH2:10][CH2:9][N:5]2[C:6](=[O:8])[CH:7]=1.C(=O)([O-])[O-].[Cs+].[Cs+].Br[CH2:24][C:25](=[O:30])[C:26]([CH3:29])([CH3:28])[CH3:27]. Product: [Cl:1][C:2]1[N:3]=[C:4]2[N:12]([CH2:24][C:25](=[O:30])[C:26]([CH3:29])([CH3:28])[CH3:27])[C@H:11]([C:13]([F:14])([F:15])[F:16])[CH2:10][CH2:9][N:5]2[C:6](=[O:8])[CH:7]=1. The catalyst class is: 10. (5) Reactant: [F:1][C:2]1[CH:3]=[CH:4][C:5]([C:8]2[C:12]([CH2:13][O:14][C:15]3[N:20]=[N:19][C:18]([C:21]([OH:23])=O)=[CH:17][CH:16]=3)=[C:11]([CH3:24])[O:10][N:9]=2)=[N:6][CH:7]=1.F[B-](F)(F)F.N1(OC(N(C)C)=[N+](C)C)C2C=CC=CC=2N=N1.C(N(CC)C(C)C)(C)C.[NH2:56][C:57]([CH3:61])([CH3:60])[CH2:58][OH:59]. Product: [OH:59][CH2:58][C:57]([NH:56][C:21]([C:18]1[N:19]=[N:20][C:15]([O:14][CH2:13][C:12]2[C:8]([C:5]3[CH:4]=[CH:3][C:2]([F:1])=[CH:7][N:6]=3)=[N:9][O:10][C:11]=2[CH3:24])=[CH:16][CH:17]=1)=[O:23])([CH3:61])[CH3:60]. The catalyst class is: 18.